This data is from Full USPTO retrosynthesis dataset with 1.9M reactions from patents (1976-2016). The task is: Predict the reactants needed to synthesize the given product. (1) Given the product [CH3:1][O:2][C:3]1[CH:11]=[CH:10][C:6]([C:7]([Cl:18])=[O:8])=[CH:5][C:4]=1[N+:12]([O-:14])=[O:13], predict the reactants needed to synthesize it. The reactants are: [CH3:1][O:2][C:3]1[CH:11]=[CH:10][C:6]([C:7](O)=[O:8])=[CH:5][C:4]=1[N+:12]([O-:14])=[O:13].C(Cl)(=O)C([Cl:18])=O. (2) Given the product [Cl:22][C:7]1[N:8]=[C:9]([C:10]([F:13])([F:12])[F:11])[C:4]([N+:1]([O-:3])=[O:2])=[CH:5][CH:6]=1, predict the reactants needed to synthesize it. The reactants are: [N+:1]([C:4]1[CH:5]=[CH:6][C:7](=O)[NH:8][C:9]=1[C:10]([F:13])([F:12])[F:11])([O-:3])=[O:2].CN(C=O)C.O=P(Cl)(Cl)[Cl:22].